This data is from Catalyst prediction with 721,799 reactions and 888 catalyst types from USPTO. The task is: Predict which catalyst facilitates the given reaction. (1) Reactant: [O:1]=[C:2]1[CH2:7][CH2:6][C@@H:5]([NH:8][C:9](=[O:15])[O:10][C:11]([CH3:14])([CH3:13])[CH3:12])[C@H:4]([C:16]2[CH:21]=[CH:20][C:19]([C:22]([F:25])([F:24])[F:23])=[CH:18][CH:17]=2)[CH2:3]1.CCC(C)[BH-](C(C)CC)C(C)CC.[Li+]. Product: [OH:1][C@H:2]1[CH2:7][CH2:6][C@@H:5]([NH:8][C:9](=[O:15])[O:10][C:11]([CH3:14])([CH3:13])[CH3:12])[C@H:4]([C:16]2[CH:17]=[CH:18][C:19]([C:22]([F:23])([F:24])[F:25])=[CH:20][CH:21]=2)[CH2:3]1. The catalyst class is: 1. (2) Reactant: Br[C:2]1[CH:3]=[C:4]([NH:11][C:12](=[O:14])[CH3:13])[CH:5]=[C:6]([N+:8]([O-:10])=[O:9])[CH:7]=1.N#N.[CH3:17][O:18][C:19]1[N:24]=[CH:23][C:22](B(O)O)=[CH:21][CH:20]=1.C(=O)([O-])[O-].[Na+].[Na+]. Product: [CH3:17][O:18][C:19]1[N:24]=[CH:23][C:22]([C:2]2[CH:3]=[C:4]([NH:11][C:12](=[O:14])[CH3:13])[CH:5]=[C:6]([N+:8]([O-:10])=[O:9])[CH:7]=2)=[CH:21][CH:20]=1. The catalyst class is: 438. (3) Reactant: [F:1][C:2]1[CH:3]=[C:4]([CH2:9][C:10]([O:12][CH2:13][CH3:14])=[O:11])[CH:5]=[CH:6][C:7]=1[OH:8].Br[CH2:16][C:17]([C:19]1[CH:24]=[CH:23][CH:22]=[CH:21][CH:20]=1)=[O:18].C(=O)([O-])[O-].[K+].[K+]. Product: [F:1][C:2]1[CH:3]=[C:4]([CH2:9][C:10]([O:12][CH2:13][CH3:14])=[O:11])[CH:5]=[CH:6][C:7]=1[O:8][CH2:16][C:17](=[O:18])[C:19]1[CH:24]=[CH:23][CH:22]=[CH:21][CH:20]=1. The catalyst class is: 10. (4) Reactant: [C:1]([C:5]1[CH:6]=[C:7]([C:11]2[NH:15][C:14]3[C:16]([CH3:30])=[CH:17][C:18]([C:20]4[CH:25]=[CH:24][CH:23]=[CH:22][C:21]=4[C:26]([F:29])([F:28])[F:27])=[CH:19][C:13]=3[N:12]=2)[N:8]([CH3:10])[N:9]=1)([CH3:4])([CH3:3])[CH3:2].[ClH:31].CCOCC. Product: [ClH:31].[C:1]([C:5]1[CH:6]=[C:7]([C:11]2[NH:15][C:14]3[C:16]([CH3:30])=[CH:17][C:18]([C:20]4[CH:25]=[CH:24][CH:23]=[CH:22][C:21]=4[C:26]([F:27])([F:28])[F:29])=[CH:19][C:13]=3[N:12]=2)[N:8]([CH3:10])[N:9]=1)([CH3:4])([CH3:3])[CH3:2]. The catalyst class is: 25. (5) Reactant: [C-]#[N:2].[K+].[C:4]([N:11]1[CH2:16][CH2:15][NH:14][CH2:13][CH2:12]1)([O:6][C:7]([CH3:10])([CH3:9])[CH3:8])=[O:5].O.[C:18]1([CH3:28])[CH:23]=CC(S(O)(=O)=O)=C[CH:19]=1.CC(C)=O. Product: [C:19]([C:18]([N:14]1[CH2:13][CH2:12][N:11]([C:4]([O:6][C:7]([CH3:10])([CH3:9])[CH3:8])=[O:5])[CH2:16][CH2:15]1)([CH3:28])[CH3:23])#[N:2]. The catalyst class is: 6.